Dataset: Cav3 T-type calcium channel HTS with 100,875 compounds. Task: Binary Classification. Given a drug SMILES string, predict its activity (active/inactive) in a high-throughput screening assay against a specified biological target. (1) The drug is S(c1n(c(nn1)c1cccnc1)c1ccccc1)CC(=O)NCc1cc2OCOc2cc1. The result is 0 (inactive). (2) The compound is O=C(Nc1c2c([nH]c1C(OC)=O)cccc2)CNC1CCCCC1. The result is 0 (inactive). (3) The drug is O=C(NC(Cc1ccc(O)cc1)C(O)=O)CC(c1ccccc1)(c1ccccc1)c1ccccc1. The result is 0 (inactive). (4) The compound is O=C(N1C(Cc2c1cccc2)C)CN1c2c(OCC1=O)cccc2. The result is 0 (inactive). (5) The drug is S(=O)(=O)(N1CCCCCC1)NCc1occc1. The result is 0 (inactive). (6) The result is 0 (inactive). The compound is S1\C(C(=O)N(CCNC(=O)Cn2nnnc2)C1=O)=C/c1ccc(OC)cc1. (7) The molecule is o1c(nc(c1OC(=O)C)/C=N\c1ncccc1)c1ccccc1. The result is 0 (inactive). (8) The molecule is Clc1c(NC(=O)CSc2n(Cc3ccccc3)c(nn2)C)ncc(Cl)c1. The result is 0 (inactive). (9) The drug is O=C(NCCc1c2c([nH]c1)cccc2)C1(N(CC=C1)C(=O)c1ccccc1)CC(C)C. The result is 0 (inactive).